This data is from Peptide-MHC class I binding affinity with 185,985 pairs from IEDB/IMGT. The task is: Regression. Given a peptide amino acid sequence and an MHC pseudo amino acid sequence, predict their binding affinity value. This is MHC class I binding data. (1) The peptide sequence is VMGVIGFGF. The MHC is HLA-B39:01 with pseudo-sequence HLA-B39:01. The binding affinity (normalized) is 0.0847. (2) The peptide sequence is ALMDCIIFES. The MHC is HLA-A02:03 with pseudo-sequence HLA-A02:03. The binding affinity (normalized) is 0.741.